From a dataset of Forward reaction prediction with 1.9M reactions from USPTO patents (1976-2016). Predict the product of the given reaction. Given the reactants [I-].[Na+].C[Si](Cl)(C)C.C[O:9][C:10]1[C:15]([O:16][C:17]2[CH:22]=[CH:21][C:20]([O:23][C:24]([F:27])([F:26])[F:25])=[CH:19][CH:18]=2)=[CH:14][CH:13]=[CH:12][N:11]=1.C(=O)([O-])O.[Na+], predict the reaction product. The product is: [F:27][C:24]([F:25])([F:26])[O:23][C:20]1[CH:21]=[CH:22][C:17]([O:16][C:15]2[C:10](=[O:9])[NH:11][CH:12]=[CH:13][CH:14]=2)=[CH:18][CH:19]=1.